From a dataset of Catalyst prediction with 721,799 reactions and 888 catalyst types from USPTO. Predict which catalyst facilitates the given reaction. (1) Reactant: [C:1]([O:5][C:6]([N:8]1[C:16]2[CH:15]=[CH:14][N:13]=[CH:12][C:11]=2[CH:10]=[C:9]1[CH2:17][N:18]1[CH2:23][CH2:22][NH:21][CH2:20][C:19]1=[O:24])=[O:7])([CH3:4])([CH3:3])[CH3:2].[Cl:25][C:26]1[S:30][C:29]([C:31]2[CH:38]=[CH:37][C:34]([CH:35]=O)=[CH:33][CH:32]=2)=[CH:28][CH:27]=1.C(O[BH-](OC(=O)C)OC(=O)C)(=O)C.CCOC(C)=O. Product: [C:1]([O:5][C:6]([N:8]1[C:16]2[CH:15]=[CH:14][N:13]=[CH:12][C:11]=2[CH:10]=[C:9]1[CH2:17][N:18]1[CH2:23][CH2:22][N:21]([CH2:35][C:34]2[CH:37]=[CH:38][C:31]([C:29]3[S:30][C:26]([Cl:25])=[CH:27][CH:28]=3)=[CH:32][CH:33]=2)[CH2:20][C:19]1=[O:24])=[O:7])([CH3:4])([CH3:2])[CH3:3]. The catalyst class is: 477. (2) Reactant: [CH3:1][O:2][C:3](=[O:30])[CH2:4][CH:5]1[CH2:14][CH2:13][C:12]2[C:7](=[CH:8][CH:9]=[C:10]([O:15][CH2:16][CH2:17][CH2:18][N:19]3C(=O)C4C(=CC=CC=4)C3=O)[CH:11]=2)[CH2:6]1.NN.Cl. Product: [CH3:1][O:2][C:3](=[O:30])[CH2:4][CH:5]1[CH2:14][CH2:13][C:12]2[C:7](=[CH:8][CH:9]=[C:10]([O:15][CH2:16][CH2:17][CH2:18][NH2:19])[CH:11]=2)[CH2:6]1. The catalyst class is: 32. (3) Reactant: [NH2:1][CH2:2][C:3]1[N:7]([C:8]2[CH:13]=[CH:12][C:11]([C:14]([NH:16][CH2:17][CH3:18])=[O:15])=[CH:10][CH:9]=2)[N:6]=[N:5][C:4]=1[C:19]([NH:21][CH:22]1[CH2:24][CH2:23]1)=[O:20].[C:25]([N:44]1[CH:48]=[CH:47][N:46]=[C:45]1[CH:49]=O)([C:38]1[CH:43]=[CH:42][CH:41]=[CH:40][CH:39]=1)([C:32]1[CH:37]=[CH:36][CH:35]=[CH:34][CH:33]=1)[C:26]1[CH:31]=[CH:30][CH:29]=[CH:28][CH:27]=1.C(O)(=O)C.C(O[BH-](OC(=O)C)OC(=O)C)(=O)C.[Na+].C(=O)([O-])O.[Na+]. Product: [CH:22]1([NH:21][C:19]([C:4]2[N:5]=[N:6][N:7]([C:8]3[CH:9]=[CH:10][C:11]([C:14]([NH:16][CH2:17][CH3:18])=[O:15])=[CH:12][CH:13]=3)[C:3]=2[CH2:2][NH:1][CH2:49][C:45]2[N:44]([C:25]([C:26]3[CH:31]=[CH:30][CH:29]=[CH:28][CH:27]=3)([C:32]3[CH:33]=[CH:34][CH:35]=[CH:36][CH:37]=3)[C:38]3[CH:43]=[CH:42][CH:41]=[CH:40][CH:39]=3)[CH:48]=[CH:47][N:46]=2)=[O:20])[CH2:24][CH2:23]1. The catalyst class is: 68. (4) Reactant: [CH2:1]([N:8]1[C:16]2[C:11](=[CH:12][CH:13]=[C:14]([C:17](OCC)=[O:18])[CH:15]=2)[C:10]([C:22](=[O:33])[NH:23][CH2:24][C:25]2[CH:30]=[CH:29][C:28]([F:31])=[C:27]([F:32])[CH:26]=2)=[C:9]1[CH:34]([CH3:36])[CH3:35])[C:2]1[CH:7]=[CH:6][CH:5]=[CH:4][CH:3]=1.CC(C[Al]CC(C)C)C. Product: [CH2:1]([N:8]1[C:16]2[C:11](=[CH:12][CH:13]=[C:14]([CH2:17][OH:18])[CH:15]=2)[C:10]([C:22]([NH:23][CH2:24][C:25]2[CH:30]=[CH:29][C:28]([F:31])=[C:27]([F:32])[CH:26]=2)=[O:33])=[C:9]1[CH:34]([CH3:36])[CH3:35])[C:2]1[CH:7]=[CH:6][CH:5]=[CH:4][CH:3]=1. The catalyst class is: 2. (5) Reactant: [CH3:1][O:2][C:3](=[O:13])[C:4]1[C:9]([CH3:10])=[CH:8][C:7]([Br:11])=[CH:6][C:5]=1[Cl:12].[Br:14]N1C(=O)CCC1=O.C(OOC(=O)C1C=CC=CC=1)(=O)C1C=CC=CC=1. Product: [CH3:1][O:2][C:3](=[O:13])[C:4]1[C:5]([Cl:12])=[CH:6][C:7]([Br:11])=[CH:8][C:9]=1[CH2:10][Br:14]. The catalyst class is: 53. (6) Product: [CH2:1]([O:3][CH:4]1[CH2:13][CH2:12][C:7](=[O:8])[CH2:6][CH2:5]1)[CH3:2]. Reactant: [CH2:1]([O:3][CH:4]1[CH2:13][CH2:12][C:7]2(OCC[O:8]2)[CH2:6][CH2:5]1)[CH3:2].Cl. The catalyst class is: 30.